From a dataset of Forward reaction prediction with 1.9M reactions from USPTO patents (1976-2016). Predict the product of the given reaction. (1) The product is: [I:32][C:16]1[C:15]2[C:19](=[CH:20][CH:21]=[C:13]([C:11]3[S:42][C:1]([C:2]4[CH:7]=[CH:6][CH:5]=[CH:4][CH:3]=4)=[N:9][N:10]=3)[CH:14]=2)[N:18]([S:22]([C:25]2[CH:31]=[CH:30][C:28]([CH3:29])=[CH:27][CH:26]=2)(=[O:24])=[O:23])[CH:17]=1. Given the reactants [C:1]([NH:9][NH:10][C:11]([C:13]1[CH:14]=[C:15]2[C:19](=[CH:20][CH:21]=1)[N:18]([S:22]([C:25]1[CH:31]=[CH:30][C:28]([CH3:29])=[CH:27][CH:26]=1)(=[O:24])=[O:23])[CH:17]=[C:16]2[I:32])=O)(=O)[C:2]1[CH:7]=[CH:6][CH:5]=[CH:4][CH:3]=1.COC1C=CC(P2(SP(C3C=CC(OC)=CC=3)(=S)S2)=[S:42])=CC=1, predict the reaction product. (2) Given the reactants [CH2:1]([O:4][C:5]1([CH3:46])[CH2:10][CH2:9][N:8]([C:11]2[N:16]3[N:17]=[C:18]([C:20](=O)[NH:21][CH2:22][C:23](=O)[CH2:24][C:25]4[CH:30]=[CH:29][CH:28]=[C:27]([Br:31])[CH:26]=4)[CH:19]=[C:15]3[N:14]=[C:13]([CH3:34])[C:12]=2[C@H:35]([O:41][C:42]([CH3:45])([CH3:44])[CH3:43])[C:36]([O:38][CH2:39][CH3:40])=[O:37])[CH2:7][CH2:6]1)[CH:2]=[CH2:3].COC1C=CC(P2(SP(C3C=CC(OC)=CC=3)(=S)S2)=[S:56])=CC=1, predict the reaction product. The product is: [CH2:1]([O:4][C:5]1([CH3:46])[CH2:10][CH2:9][N:8]([C:11]2[N:16]3[N:17]=[C:18]([C:20]4[S:56][C:23]([CH2:24][C:25]5[CH:30]=[CH:29][CH:28]=[C:27]([Br:31])[CH:26]=5)=[CH:22][N:21]=4)[CH:19]=[C:15]3[N:14]=[C:13]([CH3:34])[C:12]=2[C@H:35]([O:41][C:42]([CH3:45])([CH3:44])[CH3:43])[C:36]([O:38][CH2:39][CH3:40])=[O:37])[CH2:7][CH2:6]1)[CH:2]=[CH2:3]. (3) Given the reactants [NH2:1][C:2]1[N:3]=[N:4][CH:5]=[CH:6][CH:7]=1.C[Si]([N-][Si](C)(C)C)(C)C.[Na+].Cl[C:19]1[N:24]=[C:23]([N:25]2[CH2:30][CH2:29][O:28][CH2:27][CH2:26]2)[N:22]=[C:21]([N:31]2[C:35]3[CH:36]=[CH:37][CH:38]=[CH:39][C:34]=3[N:33]=[C:32]2[CH:40]([F:42])[F:41])[N:20]=1, predict the reaction product. The product is: [F:42][CH:40]([F:41])[C:32]1[N:31]([C:21]2[N:22]=[C:23]([N:25]3[CH2:26][CH2:27][O:28][CH2:29][CH2:30]3)[N:24]=[C:19]([NH:1][C:2]3[N:3]=[N:4][CH:5]=[CH:6][CH:7]=3)[N:20]=2)[C:35]2[CH:36]=[CH:37][CH:38]=[CH:39][C:34]=2[N:33]=1.